The task is: Predict the reactants needed to synthesize the given product.. This data is from Full USPTO retrosynthesis dataset with 1.9M reactions from patents (1976-2016). (1) Given the product [Cl:19][C:20]1[CH:21]=[C:22]([CH:23]=[CH:24][CH:25]=1)[NH:26][C:27]([O:1][CH2:2][C:3]1[CH:4]=[C:5]([CH:16]=[CH:17][CH:18]=1)[CH2:6][CH:7]([C:8]([O:10][CH3:11])=[O:9])[C:12]([O:14][CH3:15])=[O:13])=[O:28], predict the reactants needed to synthesize it. The reactants are: [OH:1][CH2:2][C:3]1[CH:4]=[C:5]([CH:16]=[CH:17][CH:18]=1)[CH2:6][CH:7]([C:12]([O:14][CH3:15])=[O:13])[C:8]([O:10][CH3:11])=[O:9].[Cl:19][C:20]1[CH:21]=[C:22]([N:26]=[C:27]=[O:28])[CH:23]=[CH:24][CH:25]=1. (2) Given the product [C:1]([C:3]1[CH:8]=[CH:7][CH:6]=[CH:5][C:4]=1[C:9]1[CH:10]=[CH:11][C:12](/[CH:15]=[CH:16]/[C@@H:17]2[C@H:25]3[C:21]([C:28]([CH3:40])([CH3:36])[C:29]([O:31][C:32]([CH3:33])([CH3:35])[CH3:34])=[O:30])([C:22](=[O:27])[O:23][C@@H:24]3[CH3:26])[CH2:20][C:19]([F:37])([F:38])[C@H:18]2[CH3:39])=[N:13][CH:14]=1)#[N:2], predict the reactants needed to synthesize it. The reactants are: [C:1]([C:3]1[CH:8]=[CH:7][CH:6]=[CH:5][C:4]=1[C:9]1[CH:10]=[CH:11][C:12](/[CH:15]=[CH:16]/[C@@H:17]2[C@H:25]3[C@:21]([CH:28]([CH3:36])[C:29]([O:31][C:32]([CH3:35])([CH3:34])[CH3:33])=[O:30])([C:22](=[O:27])[O:23][C@@H:24]3[CH3:26])[CH2:20][C:19]([F:38])([F:37])[C@H:18]2[CH3:39])=[N:13][CH:14]=1)#[N:2].[CH3:40][Si]([N-][Si](C)(C)C)(C)C.[Li+].IC. (3) Given the product [C:7]([O-:9])([OH:22])=[O:8].[Na+:24].[CH3:2][O:3][C:4]1[C:13]2[NH:14][C:15]([C:17]3[S:18][CH:19]=[CH:20][CH:21]=3)=[N:16][C:12]=2[CH:11]=[C:6]([C:7]([O:9][CH3:10])=[O:8])[CH:5]=1, predict the reactants needed to synthesize it. The reactants are: Cl.[CH3:2][O:3][C:4]1[CH:5]=[C:6]([CH:11]=[CH:12][C:13]=1[NH:14][C:15]([C:17]1[S:18][CH:19]=[CH:20][CH:21]=1)=[NH:16])[C:7]([O:9][CH3:10])=[O:8].[O-:22]Cl.[Na+:24]. (4) Given the product [NH2:1][C:2]1[N:7]=[CH:6][C:5]([C:8]#[C:9][C:11]2[CH:12]=[C:13]([CH:17]=[CH:18][CH:19]=2)[C:14]([OH:16])=[O:15])=[CH:4][N:3]=1, predict the reactants needed to synthesize it. The reactants are: [NH2:1][C:2]1[N:7]=[CH:6][C:5]([C:8]#[CH:9])=[CH:4][N:3]=1.I[C:11]1[CH:12]=[C:13]([CH:17]=[CH:18][CH:19]=1)[C:14]([OH:16])=[O:15].C(N(CC)CC)C. (5) Given the product [O:1]1[CH:5]=[CH:4][C:3]2[CH:6]=[C:7]([C:10]3[O:21][C:20]([C:22]4[CH:26]=[C:25]([Cl:27])[S:24][CH:23]=4)=[C:13]([CH2:14][C:15]([O:17][CH2:18][CH3:19])=[O:16])[N:12]=3)[CH:8]=[CH:9][C:2]1=2, predict the reactants needed to synthesize it. The reactants are: [O:1]1[CH:5]=[CH:4][C:3]2[CH:6]=[C:7]([C:10]([NH:12][CH:13]([C:20]([C:22]3[CH:26]=[C:25]([Cl:27])[S:24][CH:23]=3)=[O:21])[CH2:14][C:15]([O:17][CH2:18][CH3:19])=[O:16])=O)[CH:8]=[CH:9][C:2]1=2.P(Cl)(Cl)(Cl)=O.O. (6) Given the product [CH3:18][O:17][C:16]1[CH:15]=[CH:14][CH:13]=[C:12]([O:19][CH3:20])[C:11]=1[CH:2]1[N:1]([CH2:28][C:27]2[CH:30]=[CH:31][CH:32]=[C:25]([O:24][CH2:23][CH2:22][F:21])[CH:26]=2)[C:5](=[O:7])[CH:4]([CH3:10])[CH2:3]1, predict the reactants needed to synthesize it. The reactants are: [NH2:1][CH:2]([C:11]1[C:16]([O:17][CH3:18])=[CH:15][CH:14]=[CH:13][C:12]=1[O:19][CH3:20])[CH2:3][CH:4]([CH3:10])[C:5]([O:7]CC)=O.[F:21][CH2:22][CH2:23][O:24][C:25]1[CH:26]=[C:27]([CH:30]=[CH:31][CH:32]=1)[CH:28]=O. (7) Given the product [CH3:13][C:11]1[CH:12]=[C:7]([S:24]([Cl:27])(=[O:26])=[O:25])[CH:8]=[C:9]([CH3:20])[C:10]=1[C:14]1[CH:19]=[CH:18][CH:17]=[CH:16][CH:15]=1, predict the reactants needed to synthesize it. The reactants are: C([Li])CCC.Br[C:7]1[CH:12]=[C:11]([CH3:13])[C:10]([C:14]2[CH:19]=[CH:18][CH:17]=[CH:16][CH:15]=2)=[C:9]([CH3:20])[CH:8]=1.S(=O)=O.[S:24](Cl)([Cl:27])(=[O:26])=[O:25].